This data is from Experimentally validated miRNA-target interactions with 360,000+ pairs, plus equal number of negative samples. The task is: Binary Classification. Given a miRNA mature sequence and a target amino acid sequence, predict their likelihood of interaction. The miRNA is cel-lin-4-5p with sequence UCCCUGAGACCUCAAGUGUGA. The protein sequence of the target gene is MGQLIAKLMRIFGSQEHKVIIVGLDNAGKTTILYQFLTNEVVHTCSTIGSNVEEIVLRKTHFLMWDLGGQEALRSTWDTYYSNAEFVILVIDSTDRNRLLTTREELYKMLAHEALQNASVLIFANKQDVKDSMTTAEISQFLTLSAIKDHPWHIQGCCALTGEGLPAGLQWMQAQATAN. Result: 0 (no interaction).